Task: Predict the reactants needed to synthesize the given product.. Dataset: Full USPTO retrosynthesis dataset with 1.9M reactions from patents (1976-2016) Given the product [C:9]([O:13][C:14](=[O:19])[NH:15][CH2:16][CH2:17][NH:18][C:6]1[CH:5]=[CH:4][N:3]=[C:2]([Cl:1])[N:7]=1)([CH3:12])([CH3:10])[CH3:11], predict the reactants needed to synthesize it. The reactants are: [Cl:1][C:2]1[N:7]=[C:6](Cl)[CH:5]=[CH:4][N:3]=1.[C:9]([O:13][C:14](=[O:19])[NH:15][CH2:16][CH2:17][NH2:18])([CH3:12])([CH3:11])[CH3:10].